This data is from Catalyst prediction with 721,799 reactions and 888 catalyst types from USPTO. The task is: Predict which catalyst facilitates the given reaction. Reactant: [Br:1][C:2]1[CH:3]=[N:4][C:5](F)=[C:6]([CH:19]=1)[C:7]([C:9](=[CH:15][N:16]([CH3:18])C)[C:10]([O:12][CH2:13][CH3:14])=[O:11])=[O:8].N[C@@H:22]1[CH2:27]C[CH2:25][N:24]([C:28]([O:30][C:31]([CH3:34])([CH3:33])[CH3:32])=[O:29])[CH2:23]1.C(=O)([O-])[O-].[K+].[K+].Cl. Product: [Br:1][C:2]1[CH:19]=[C:6]2[C:5](=[N:4][CH:3]=1)[N:16]([C@@H:18]1[CH2:27][CH2:22][CH2:23][N:24]([C:28]([O:30][C:31]([CH3:32])([CH3:34])[CH3:33])=[O:29])[CH2:25]1)[CH:15]=[C:9]([C:10]([O:12][CH2:13][CH3:14])=[O:11])[C:7]2=[O:8]. The catalyst class is: 118.